Task: Predict the product of the given reaction.. Dataset: Forward reaction prediction with 1.9M reactions from USPTO patents (1976-2016) (1) The product is: [NH2:12][C:13]1[N:14]=[CH:15][C:16]2[C:21]([C:22]([C:24]3[CH:29]=[C:28]([NH:30][C:9](=[O:11])[CH2:8][C:5]4[CH:4]=[CH:3][C:2]([Cl:1])=[CH:7][CH:6]=4)[CH:27]=[N:26][CH:25]=3)=[O:23])=[CH:20][N:19]([CH:31]([CH3:34])[CH2:32][OH:33])[C:17]=2[N:18]=1. Given the reactants [Cl:1][C:2]1[CH:7]=[CH:6][C:5]([CH2:8][C:9]([OH:11])=O)=[CH:4][CH:3]=1.[NH2:12][C:13]1[N:14]=[CH:15][C:16]2[C:21]([C:22]([C:24]3[CH:25]=[N:26][CH:27]=[C:28]([NH2:30])[CH:29]=3)=[O:23])=[CH:20][N:19]([CH:31]([CH3:34])[CH2:32][OH:33])[C:17]=2[N:18]=1.CN(C(ON1N=NC2C=CC=NC1=2)=[N+](C)C)C.F[P-](F)(F)(F)(F)F.C(=O)(O)[O-].[Na+], predict the reaction product. (2) Given the reactants Br[C:2]1[C:7]2C=CO[C:6]=2[CH:5]=[C:4]([Br:11])[CH:3]=1.[C:12]1([C:18]2[N:23]=[C:22]([C:24]3[CH:29]=[CH:28][CH:27]=[CH:26][CH:25]=3)[N:21]=[C:20](B(O)O)[N:19]=2)[CH:17]=[CH:16][CH:15]=[CH:14][CH:13]=1.C([O-])([O-])=[O:34].[Na+].[Na+].[C:39]1(C)[CH:44]=[CH:43][CH:42]=[CH:41][CH:40]=1, predict the reaction product. The product is: [Br:11][C:4]1[C:3]2[O:34][C:13]3[C:12]([C:18]4[N:23]=[C:22]([C:24]5[CH:29]=[CH:28][CH:27]=[CH:26][CH:25]=5)[N:21]=[C:20]([C:39]5[CH:44]=[CH:43][CH:42]=[CH:41][CH:40]=5)[N:19]=4)=[CH:17][CH:16]=[CH:15][C:14]=3[C:2]=2[CH:7]=[CH:6][CH:5]=1. (3) The product is: [CH:10]([O:9][C:7]1[CH:6]=[CH:5][C:4]([C:19]2[CH:20]=[C:21]3[C:26]4=[C:27]([CH2:29][CH2:30][CH2:31][N:25]4[CH2:24][C@@H:23]4[CH2:32][NH:33][CH2:34][C@@H:22]34)[CH:28]=2)=[C:3]([C:2]([F:17])([F:16])[F:1])[CH:8]=1)([CH3:12])[CH3:11]. Given the reactants [F:1][C:2]([F:17])([F:16])[C:3]1[CH:8]=[C:7]([O:9][CH:10]([CH3:12])[CH3:11])[CH:6]=[CH:5][C:4]=1B(O)O.Br[C:19]1[CH:20]=[C:21]2[C:26]3=[C:27]([CH2:29][CH2:30][CH2:31][N:25]3[CH2:24][C@@H:23]3[CH2:32][N:33](C(OC(C)(C)C)=O)[CH2:34][C@@H:22]23)[CH:28]=1, predict the reaction product. (4) Given the reactants [CH2:1]([C:4]1[C:5]([OH:6])=[C:4]([CH2:1][CH2:2][CH3:3])C=C[C:5]=1[OH:6])[CH2:2][CH3:3].C([N:17]([CH2:20][CH3:21])CC)C.S(Cl)(Cl)=[O:23], predict the reaction product. The product is: [OH:23][C:20]1[C:21]2[CH:3]=[CH:2][CH:1]=[CH:4][C:5]=2[O:6][N:17]=1. (5) The product is: [C:1]12([NH:11][CH2:12][C:13]3[CH:18]=[CH:17][C:16]([C:23]4[CH:24]=[CH:25][CH:26]=[CH:27][C:22]=4[O:21][CH3:20])=[CH:15][N:14]=3)[CH2:10][CH:5]3[CH2:6][CH:7]([CH2:9][CH:3]([CH2:4]3)[CH2:2]1)[CH2:8]2. Given the reactants [C:1]12([NH:11][CH2:12][C:13]3[CH:18]=[CH:17][C:16](Br)=[CH:15][N:14]=3)[CH2:10][CH:5]3[CH2:6][CH:7]([CH2:9][CH:3]([CH2:4]3)[CH2:2]1)[CH2:8]2.[CH3:20][O:21][C:22]1[CH:27]=[CH:26][CH:25]=[CH:24][C:23]=1B(O)O, predict the reaction product. (6) The product is: [Cl:1][C:2]1[CH:14]=[C:13]([N:15]2[CH2:20][CH2:19][O:18][CH2:17][S:16]2(=[O:22])=[O:21])[CH:12]=[CH:11][C:3]=1[C:4]([OH:6])=[O:5]. Given the reactants [Cl:1][C:2]1[CH:14]=[C:13]([N:15]2[CH2:20][CH2:19][O:18][CH2:17][S:16]2(=[O:22])=[O:21])[CH:12]=[CH:11][C:3]=1[C:4]([O:6]C(C)(C)C)=[O:5], predict the reaction product.